From a dataset of Forward reaction prediction with 1.9M reactions from USPTO patents (1976-2016). Predict the product of the given reaction. (1) Given the reactants [F:1][C:2]([F:13])([F:12])[C:3]1[C:4]2[CH2:11][CH2:10][O:9][CH2:8][C:5]=2[NH:6][N:7]=1.[F:14][C:15]1([F:28])[CH2:18][N:17]([C:19]([C:21]2[CH:26]=[CH:25][C:24](I)=[CH:23][CH:22]=2)=[O:20])[CH2:16]1, predict the reaction product. The product is: [F:28][C:15]1([F:14])[CH2:16][N:17]([C:19]([C:21]2[CH:26]=[CH:25][C:24]([N:6]3[C:5]4[CH2:8][O:9][CH2:10][CH2:11][C:4]=4[C:3]([C:2]([F:12])([F:1])[F:13])=[N:7]3)=[CH:23][CH:22]=2)=[O:20])[CH2:18]1. (2) Given the reactants C(=O)([O-])[O-].[Cs+].[Cs+].[F:7][C:8]([F:21])([F:20])[C:9]1[CH:14]=[CH:13][C:12]([CH:15]2[CH2:19][CH2:18][CH2:17][NH:16]2)=[CH:11][CH:10]=1.Br[C:23]1[CH:28]=[C:27]([CH3:29])[C:26]([NH:30][C:31](=[O:38])[CH2:32][CH:33]2[CH2:37][CH2:36][CH2:35][CH2:34]2)=[C:25]([CH3:39])[CH:24]=1.C(=O)(O)[O-].[Na+], predict the reaction product. The product is: [CH:33]1([CH2:32][C:31]([NH:30][C:26]2[C:25]([CH3:39])=[CH:24][C:23]([N:16]3[CH2:17][CH2:18][CH2:19][CH:15]3[C:12]3[CH:13]=[CH:14][C:9]([C:8]([F:7])([F:20])[F:21])=[CH:10][CH:11]=3)=[CH:28][C:27]=2[CH3:29])=[O:38])[CH2:37][CH2:36][CH2:35][CH2:34]1. (3) Given the reactants Br[C:2]1[CH:3]=[CH:4][C:5]2[N:9]=[CH:8][N:7]([C:10]3[CH:15]=[CH:14][C:13]([F:16])=[CH:12][CH:11]=3)[C:6]=2[CH:17]=1.[C:18]1([N:24]2[C:28](B(O)O)=[CH:27][CH:26]=[N:25]2)[CH:23]=[CH:22][CH:21]=[CH:20][CH:19]=1, predict the reaction product. The product is: [F:16][C:13]1[CH:14]=[CH:15][C:10]([N:7]2[C:6]3[CH:17]=[C:2]([C:28]4[N:24]([C:18]5[CH:19]=[CH:20][CH:21]=[CH:22][CH:23]=5)[N:25]=[CH:26][CH:27]=4)[CH:3]=[CH:4][C:5]=3[N:9]=[CH:8]2)=[CH:11][CH:12]=1. (4) The product is: [C:14]([O:13][C:11](=[O:12])[C:10]([CH3:19])([CH3:18])[CH2:9][N:8]([CH:20]1[CH2:24][CH2:23][CH2:22][CH2:21]1)[C:6]1[C:5]([N+:25]([O-:27])=[O:26])=[CH:4][N:3]=[C:2]([NH:7][C:29]2[CH:38]=[CH:37][C:32]([C:33]([O:35][CH3:36])=[O:34])=[CH:31][C:30]=2[O:39][CH3:40])[CH:41]=1)([CH3:17])([CH3:16])[CH3:15]. Given the reactants Cl[C:2]1[N:7]=[C:6]([N:8]([CH:20]2[CH2:24][CH2:23][CH2:22][CH2:21]2)[CH2:9][C:10]([CH3:19])([CH3:18])[C:11]([O:13][C:14]([CH3:17])([CH3:16])[CH3:15])=[O:12])[C:5]([N+:25]([O-:27])=[O:26])=[CH:4][N:3]=1.N[C:29]1[CH:38]=[CH:37][C:32]([C:33]([O:35][CH3:36])=[O:34])=[CH:31][C:30]=1[O:39][CH3:40].[CH3:41]CN(C(C)C)C(C)C, predict the reaction product. (5) Given the reactants C[O:2][C:3]([C:5]1[C:13]([NH2:14])=[C:12]([Cl:15])[C:8]2[NH:9][CH:10]=[N:11][C:7]=2[CH:6]=1)=[O:4].[OH-].[Na+], predict the reaction product. The product is: [NH2:14][C:13]1[C:5]([C:3]([OH:4])=[O:2])=[CH:6][C:7]2[N:11]=[CH:10][NH:9][C:8]=2[C:12]=1[Cl:15]. (6) Given the reactants Br[C:2]1[CH:3]=[C:4]([N+:9]([O-:11])=[O:10])[C:5]([CH3:8])=[N:6][CH:7]=1.[CH2:12]([NH:15][C:16](=[O:22])[O:17][C:18]([CH3:21])([CH3:20])[CH3:19])[C:13]#[CH:14], predict the reaction product. The product is: [C:18]([O:17][C:16](=[O:22])[NH:15][CH2:12][C:13]#[C:14][C:2]1[CH:7]=[N:6][C:5]([CH3:8])=[C:4]([N+:9]([O-:11])=[O:10])[CH:3]=1)([CH3:21])([CH3:20])[CH3:19].